This data is from Full USPTO retrosynthesis dataset with 1.9M reactions from patents (1976-2016). The task is: Predict the reactants needed to synthesize the given product. (1) The reactants are: C(OC(=O)[NH:7][CH2:8][C:9]1[CH:14]=[CH:13][C:12]([O:15][CH2:16][C:17](=[O:19])[NH2:18])=[C:11]([CH:20]2[CH2:25][CH2:24][N:23]([C:26]([C:28]3[C:36]4[C:31](=[C:32]([CH3:37])[CH:33]=[CH:34][CH:35]=4)[N:30]([CH2:38][CH2:39][O:40][CH3:41])[CH:29]=3)=[O:27])[CH2:22][CH2:21]2)[CH:10]=1)(C)(C)C.[ClH:43]. Given the product [ClH:43].[NH2:7][CH2:8][C:9]1[CH:14]=[CH:13][C:12]([O:15][CH2:16][C:17]([NH2:18])=[O:19])=[C:11]([CH:20]2[CH2:25][CH2:24][N:23]([C:26]([C:28]3[C:36]4[C:31](=[C:32]([CH3:37])[CH:33]=[CH:34][CH:35]=4)[N:30]([CH2:38][CH2:39][O:40][CH3:41])[CH:29]=3)=[O:27])[CH2:22][CH2:21]2)[CH:10]=1, predict the reactants needed to synthesize it. (2) Given the product [CH:1]1([NH:4][C:5](=[O:25])[C:6]2[CH:11]=[CH:10][C:9]([CH3:12])=[C:8]([N:13]3[CH:22]=[CH:21][C:20]4[C:15](=[CH:16][C:17]([O:23][CH2:30][CH2:29][N:28]([CH3:32])[CH3:27])=[CH:18][CH:19]=4)[C:14]3=[O:24])[CH:7]=2)[CH2:3][CH2:2]1, predict the reactants needed to synthesize it. The reactants are: [CH:1]1([NH:4][C:5](=[O:25])[C:6]2[CH:11]=[CH:10][C:9]([CH3:12])=[C:8]([N:13]3[CH:22]=[CH:21][C:20]4[C:15](=[CH:16][C:17]([OH:23])=[CH:18][CH:19]=4)[C:14]3=[O:24])[CH:7]=2)[CH2:3][CH2:2]1.Cl.[CH3:27][N:28]([CH3:32])[CH2:29][CH2:30]Cl.C(=O)([O-])[O-].[K+].[K+].[I-].[Na+]. (3) Given the product [C:1]1([CH:7]([C:13]2[CH:18]=[CH:17][C:16]([NH:19][S:20]([CH3:23])(=[O:22])=[O:21])=[C:15]([F:24])[CH:14]=2)[C:8]([OH:10])=[O:9])[CH:6]=[CH:5][CH:4]=[CH:3][CH:2]=1, predict the reactants needed to synthesize it. The reactants are: [C:1]1([CH:7]([C:13]2[CH:18]=[CH:17][C:16]([NH:19][S:20]([CH3:23])(=[O:22])=[O:21])=[C:15]([F:24])[CH:14]=2)[C:8]([O:10]CC)=[O:9])[CH:6]=[CH:5][CH:4]=[CH:3][CH:2]=1.[Li+].[OH-]. (4) Given the product [Cl:1][C:2]1[CH:3]=[C:4]2[C:9](=[CH:10][CH:11]=1)[NH:8][C:7](=[O:12])[C:6]([CH2:13][CH2:14][CH3:15])=[C:5]2[S:16]([CH:17]1[CH2:22][CH2:21][CH2:20][CH2:19][CH2:18]1)=[O:31], predict the reactants needed to synthesize it. The reactants are: [Cl:1][C:2]1[CH:3]=[C:4]2[C:9](=[CH:10][CH:11]=1)[NH:8][C:7](=[O:12])[C:6]([CH2:13][CH2:14][CH3:15])=[C:5]2[S:16][CH:17]1[CH2:22][CH2:21][CH2:20][CH2:19][CH2:18]1.ClC1C=CC=C(C(OO)=[O:31])C=1. (5) Given the product [I:28][C:7]1[C:6]([O:8][CH3:9])=[CH:5][CH:4]=[C:3]([O:10][CH3:11])[C:2]=1[C:18]1[C:19]([CH3:24])=[CH:20][C:21]([CH3:23])=[CH:22][C:17]=1[CH3:27], predict the reactants needed to synthesize it. The reactants are: F[C:2]1[CH:7]=[C:6]([O:8][CH3:9])[CH:5]=[CH:4][C:3]=1[O:10][CH3:11].C([Li])CCC.[C:17]1([CH3:27])[CH:22]=[C:21]([CH3:23])[CH:20]=[C:19]([CH3:24])[C:18]=1[Mg]Br.[I:28]I.